This data is from Forward reaction prediction with 1.9M reactions from USPTO patents (1976-2016). The task is: Predict the product of the given reaction. (1) Given the reactants Br.[CH2:2]([C:4]1([CH2:17][C:18]([O:20]CC)=[O:19])[CH2:13][CH2:12][C:11]2[C:6](=[CH:7][CH:8]=[C:9]([O:14]C)[CH:10]=2)[C:5]1=[O:16])[CH3:3], predict the reaction product. The product is: [CH2:2]([C:4]1([CH2:17][C:18]([OH:20])=[O:19])[CH2:13][CH2:12][C:11]2[C:6](=[CH:7][CH:8]=[C:9]([OH:14])[CH:10]=2)[C:5]1=[O:16])[CH3:3]. (2) Given the reactants [NH2:1][C:2]1[CH:11]=[C:10]2[C:5]([C:6]([NH:12][C:13]3[CH:18]=[CH:17][CH:16]=[C:15]([Br:19])[CH:14]=3)=[N:7][CH:8]=[N:9]2)=[CH:4][CH:3]=1.[C:20](O)(=[O:23])[CH:21]=[CH2:22].Cl.CN(C)CCCN=C=NCC, predict the reaction product. The product is: [Br:19][C:15]1[CH:14]=[C:13]([NH:12][C:6]2[C:5]3[C:10](=[CH:11][C:2]([NH:1][C:20](=[O:23])[CH:21]=[CH2:22])=[CH:3][CH:4]=3)[N:9]=[CH:8][N:7]=2)[CH:18]=[CH:17][CH:16]=1. (3) Given the reactants [Cl:1][C:2]1[CH:10]=[CH:9][CH:8]=[C:7]2[C:3]=1[C:4]([C:16](=[O:21])C(F)(F)F)=[CH:5][N:6]2[CH2:11][CH2:12][CH:13]([F:15])[F:14].[OH-:22].[K+], predict the reaction product. The product is: [Cl:1][C:2]1[CH:10]=[CH:9][CH:8]=[C:7]2[C:3]=1[C:4]([C:16]([OH:21])=[O:22])=[CH:5][N:6]2[CH2:11][CH2:12][CH:13]([F:14])[F:15]. (4) Given the reactants [F:1][C:2]([F:11])([F:10])[C:3]1[CH:4]=[CH:5][C:6]([NH2:9])=[N:7][CH:8]=1.[I:12]([O-])(=O)=O.[K+].[I-].[K+].C(=O)(O)[O-].[Na+], predict the reaction product. The product is: [I:12][C:5]1[C:6]([NH2:9])=[N:7][CH:8]=[C:3]([C:2]([F:1])([F:10])[F:11])[CH:4]=1. (5) Given the reactants Cl[C:2]1[N:3]=[C:4]([N:15]2[CH2:20][CH2:19][O:18][CH2:17][CH2:16]2)[C:5]2[CH2:6][C@@H:7]3[N:12]([C:13]=2[N:14]=1)[CH2:11][CH2:10][O:9][CH2:8]3.CC1(C)C(C)(C)OB([C:29]2[CH:30]=[N:31][C:32]([NH2:35])=[N:33][CH:34]=2)O1.[O-]P([O-])([O-])=O.[K+].[K+].[K+].O1CCOCC1, predict the reaction product. The product is: [O:18]1[CH2:19][CH2:20][N:15]([C:4]2[C:5]3[CH2:6][C@@H:7]4[N:12]([C:13]=3[N:14]=[C:2]([C:29]3[CH:30]=[N:31][C:32]([NH2:35])=[N:33][CH:34]=3)[N:3]=2)[CH2:11][CH2:10][O:9][CH2:8]4)[CH2:16][CH2:17]1.